This data is from Catalyst prediction with 721,799 reactions and 888 catalyst types from USPTO. The task is: Predict which catalyst facilitates the given reaction. (1) Reactant: [F:1][C:2]([F:40])([F:39])[C:3]1[CH:4]=[C:5]([CH:32]=[C:33]([C:35]([F:38])([F:37])[F:36])[CH:34]=1)[C:6]([N:8]1[CH2:13][CH2:12][N:11]([CH2:14][CH2:15][CH2:16]OS(C)(=O)=O)[CH2:10][C@H:9]1[CH2:22][C:23]1[C:31]2[C:26](=[CH:27][CH:28]=[CH:29][CH:30]=2)[NH:25][CH:24]=1)=[O:7].[NH2:41][N:42]1[CH2:47][CH2:46][O:45][CH2:44][CH2:43]1.C(N(CC)CC)C.[ClH:55]. Product: [ClH:55].[ClH:55].[F:40][C:2]([F:1])([F:39])[C:3]1[CH:4]=[C:5]([CH:32]=[C:33]([C:35]([F:37])([F:38])[F:36])[CH:34]=1)[C:6]([N:8]1[CH2:13][CH2:12][N:11]([CH2:14][CH2:15][CH2:16][NH:41][N:42]2[CH2:47][CH2:46][O:45][CH2:44][CH2:43]2)[CH2:10][C@H:9]1[CH2:22][C:23]1[C:31]2[C:26](=[CH:27][CH:28]=[CH:29][CH:30]=2)[NH:25][CH:24]=1)=[O:7]. The catalyst class is: 125. (2) Reactant: [CH3:1][O:2][C:3]1[N:8]=[C:7]([NH2:9])[C:6]([N+:10]([O-])=O)=[CH:5][CH:4]=1.[H][H]. Product: [CH3:1][O:2][C:3]1[N:8]=[C:7]([NH2:9])[C:6]([NH2:10])=[CH:5][CH:4]=1. The catalyst class is: 29. (3) Reactant: [C:1]([Si:5]([C:39]1[CH:44]=[CH:43][CH:42]=[CH:41][CH:40]=1)([C:33]1[CH:38]=[CH:37][CH:36]=[CH:35][CH:34]=1)[O:6][CH2:7][CH2:8][CH2:9][C@H:10]([C:19](=[N:30][O:31]C)[C:20]#[C:21][CH:22]1[CH2:25][CH:24]([CH2:26][CH:27]([CH3:29])[CH3:28])[CH2:23]1)[CH2:11][C:12]([O:14][C:15]([CH3:18])([CH3:17])[CH3:16])=[O:13])([CH3:4])([CH3:3])[CH3:2].[I:45]Cl.S([O-])([O-])(=O)=S.[Na+].[Na+]. Product: [C:1]([Si:5]([C:39]1[CH:40]=[CH:41][CH:42]=[CH:43][CH:44]=1)([C:33]1[CH:38]=[CH:37][CH:36]=[CH:35][CH:34]=1)[O:6][CH2:7][CH2:8][CH2:9][C@H:10]([C:19]1[C:20]([I:45])=[C:21]([CH:22]2[CH2:25][CH:24]([CH2:26][CH:27]([CH3:28])[CH3:29])[CH2:23]2)[O:31][N:30]=1)[CH2:11][C:12]([O:14][C:15]([CH3:16])([CH3:17])[CH3:18])=[O:13])([CH3:3])([CH3:4])[CH3:2]. The catalyst class is: 2. (4) Reactant: [CH3:1][O:2][C:3]1[CH:9]=[C:8]([O:10][CH3:11])[CH:7]=[CH:6][C:4]=1[NH2:5].Br[CH2:13][CH2:14][CH2:15][CH2:16]Br.C(=O)([O-])[O-].[K+].[K+]. Product: [N:5]1([C:4]2[CH:6]=[CH:7][C:8]([O:10][CH3:11])=[CH:9][C:3]=2[O:2][CH3:1])[CH2:16][CH2:15][CH2:14][CH2:13]1. The catalyst class is: 9. (5) Product: [CH3:31][O:32][C:33]1[CH:34]=[C:35]([C@@:41]23[CH2:49][CH2:48][C@@H:47]([NH:50][C:20]([NH:8][C:6]4[CH:5]=[C:4]([CH3:9])[N:3]=[C:2]([CH3:1])[CH:7]=4)=[O:22])[CH2:46][C@@H:45]2[N:44]([CH3:51])[CH2:43][CH2:42]3)[CH:36]=[CH:37][C:38]=1[O:39][CH3:40]. The catalyst class is: 2. Reactant: [CH3:1][C:2]1[CH:7]=[C:6]([NH2:8])[CH:5]=[C:4]([CH3:9])[N:3]=1.C(N(C(C)C)CC)(C)C.Cl[C:20](Cl)([O:22]C(=O)OC(Cl)(Cl)Cl)Cl.[CH3:31][O:32][C:33]1[CH:34]=[C:35]([C@@:41]23[CH2:49][CH2:48][C@@H:47]([NH2:50])[CH2:46][C@@H:45]2[N:44]([CH3:51])[CH2:43][CH2:42]3)[CH:36]=[CH:37][C:38]=1[O:39][CH3:40]. (6) Reactant: [CH3:1][C@@H:2]1[CH2:7][NH:6][CH2:5][CH2:4][N:3]1[C:8]1[CH:13]=[CH:12][C:11]([C:14]([F:17])([F:16])[F:15])=[CH:10][N:9]=1.C(O)(=O)C.[BH-](OC(C)=O)(OC(C)=O)OC(C)=O.[Na+].[CH:36]([C:38]1[C:39]([C:49]2[CH2:54][CH2:53][N:52]([C:55]([O:57][C:58]([CH3:61])([CH3:60])[CH3:59])=[O:56])[CH2:51][CH:50]=2)=[N:40][N:41]([CH:43]2[CH2:48][CH2:47][CH2:46][CH2:45][O:44]2)[CH:42]=1)=O.C([O-])([O-])=O.[Na+].[Na+]. Product: [CH3:1][C@H:2]1[N:3]([C:8]2[CH:13]=[CH:12][C:11]([C:14]([F:17])([F:15])[F:16])=[CH:10][N:9]=2)[CH2:4][CH2:5][N:6]([CH2:36][C:38]2[C:39]([C:49]3[CH2:54][CH2:53][N:52]([C:55]([O:57][C:58]([CH3:61])([CH3:60])[CH3:59])=[O:56])[CH2:51][CH:50]=3)=[N:40][N:41]([CH:43]3[CH2:48][CH2:47][CH2:46][CH2:45][O:44]3)[CH:42]=2)[CH2:7]1. The catalyst class is: 2. (7) Reactant: Cl.Cl[CH2:3][CH2:4][N:5]1[CH2:9][CH2:8][CH2:7][CH2:6]1.[CH2:10]([NH2:13])[CH2:11][NH2:12].[OH-].[Na+]. Product: [N:5]1([CH2:4][CH2:3][NH:12][CH2:11][CH2:10][NH2:13])[CH2:9][CH2:8][CH2:7][CH2:6]1. The catalyst class is: 6.